This data is from Full USPTO retrosynthesis dataset with 1.9M reactions from patents (1976-2016). The task is: Predict the reactants needed to synthesize the given product. (1) Given the product [C:1]([O:13][C@H:1]([CH2:2][CH2:3][CH2:4][CH2:5][CH2:6][CH2:7][CH2:8][CH2:9][CH2:10][CH2:14][CH3:15])[CH2:20][C:21]([OH:23])=[O:22])(=[O:12])[CH2:2][CH2:3][CH2:4][CH2:5][CH2:6][CH2:7][CH2:8][CH2:9][CH2:10][CH3:11], predict the reactants needed to synthesize it. The reactants are: [C:1]([OH:13])(=[O:12])[CH2:2][CH2:3][CH2:4][CH2:5][CH2:6][CH2:7][CH2:8][CH2:9][CH2:10][CH3:11].[CH2:14](Cl)[CH2:15]Cl.CI.[CH3:20][C:21]([OH:23])=[O:22]. (2) Given the product [CH2:22]([N:7]1[C:8]2[C:4](=[CH:3][C:2]([F:1])=[C:10]([N+:11]([O-:13])=[O:12])[CH:9]=2)[C:5]([C:17]([O:19][CH2:20][CH3:21])=[O:18])=[C:6]1[CH:14]([CH3:16])[CH3:15])[C:23]1[CH:28]=[CH:27][CH:26]=[CH:25][CH:24]=1, predict the reactants needed to synthesize it. The reactants are: [F:1][C:2]1[CH:3]=[C:4]2[C:8](=[CH:9][C:10]=1[N+:11]([O-:13])=[O:12])[NH:7][C:6]([CH:14]([CH3:16])[CH3:15])=[C:5]2[C:17]([O:19][CH2:20][CH3:21])=[O:18].[CH2:22](Br)[C:23]1[CH:28]=[CH:27][CH:26]=[CH:25][CH:24]=1. (3) The reactants are: [Cl:1][C:2]1[N:7]=[C:6]2[N:8]([CH:11]3[CH2:16][CH2:15][N:14](C(OC(C)(C)C)=O)[CH2:13][CH2:12]3)[N:9]=[CH:10][C:5]2=[C:4]([C:24]2[CH2:25][CH2:26][O:27][CH2:28][CH:29]=2)[N:3]=1.[F:30][C:31]([F:36])([F:35])[C:32]([OH:34])=[O:33]. Given the product [F:30][C:31]([F:36])([F:35])[C:32]([OH:34])=[O:33].[Cl:1][C:2]1[N:7]=[C:6]2[N:8]([CH:11]3[CH2:16][CH2:15][NH:14][CH2:13][CH2:12]3)[N:9]=[CH:10][C:5]2=[C:4]([C:24]2[CH2:25][CH2:26][O:27][CH2:28][CH:29]=2)[N:3]=1, predict the reactants needed to synthesize it. (4) Given the product [C:30]([C:14]1[CH:13]=[CH:12][C:11]([CH2:3][CH2:4][C:5]([O:7][CH2:8][CH3:9])=[O:6])=[C:19]2[C:15]=1[CH:16]=[CH:17][N:18]2[S:20]([C:23]1[CH:28]=[CH:27][C:26]([CH3:29])=[CH:25][CH:24]=1)(=[O:22])=[O:21])#[N:31], predict the reactants needed to synthesize it. The reactants are: Br[Zn][CH2:3][CH2:4][C:5]([O:7][CH2:8][CH3:9])=[O:6].Br[C:11]1[C:19]2[N:18]([S:20]([C:23]3[CH:28]=[CH:27][C:26]([CH3:29])=[CH:25][CH:24]=3)(=[O:22])=[O:21])[CH:17]=[CH:16][C:15]=2[C:14]([C:30]#[N:31])=[CH:13][CH:12]=1.C([O-])([O-])=O.[Cs+].[Cs+]. (5) Given the product [Br:1][C:2]1[C:7]([F:8])=[CH:6][C:5]([N:9]2[C:18]3[C:13](=[CH:14][C:15]([S:19]([O:22][C:23]4[C:24]([F:33])=[C:25]([F:32])[C:26]([F:31])=[C:27]([F:30])[C:28]=4[F:29])(=[O:20])=[O:21])=[CH:16][CH:17]=3)[CH:12]=[CH:11][C:10]2=[O:34])=[C:4]([OH:35])[CH:3]=1, predict the reactants needed to synthesize it. The reactants are: [Br:1][C:2]1[C:7]([F:8])=[CH:6][C:5]([N:9]2[C:18]3[C:13](=[CH:14][C:15]([S:19]([O:22][C:23]4[C:28]([F:29])=[C:27]([F:30])[C:26]([F:31])=[C:25]([F:32])[C:24]=4[F:33])(=[O:21])=[O:20])=[CH:16][CH:17]=3)[CH:12]=[CH:11][C:10]2=[O:34])=[C:4]([O:35]C)[CH:3]=1.B(Br)(Br)Br.